Dataset: Reaction yield outcomes from USPTO patents with 853,638 reactions. Task: Predict the reaction yield, written as a fraction of the theoretical maximum amount of product (1.0 means a 100% yield; for example, 0.34 means a 34% yield). (1) The reactants are [CH3:1][O:2][C:3]1[N:8]=[C:7]([CH:9]=[O:10])[CH:6]=[CH:5][CH:4]=1.[BH4-].[Na+]. The catalyst is C1COCC1. The product is [OH:10][CH2:9][C:7]1[CH:6]=[CH:5][CH:4]=[C:3]([O:2][CH3:1])[N:8]=1. The yield is 0.810. (2) The reactants are [CH3:1][O:2][C:3]([C:5]1[C:6]([CH:17]([CH3:19])[CH3:18])=[N:7][C:8]2[C:13]([C:14]=1Br)=[CH:12][C:11]([Cl:16])=[CH:10][CH:9]=2)=[O:4].C([O-])([O-])=O.[K+].[K+].[F:26][C:27]([F:39])([F:38])[O:28][C:29]1[CH:30]=[C:31](B(O)O)[CH:32]=[CH:33][CH:34]=1. The catalyst is CN(C)C=O.C1C=CC([P]([Pd]([P](C2C=CC=CC=2)(C2C=CC=CC=2)C2C=CC=CC=2)([P](C2C=CC=CC=2)(C2C=CC=CC=2)C2C=CC=CC=2)[P](C2C=CC=CC=2)(C2C=CC=CC=2)C2C=CC=CC=2)(C2C=CC=CC=2)C2C=CC=CC=2)=CC=1. The product is [CH3:1][O:2][C:3]([C:5]1[C:6]([CH:17]([CH3:19])[CH3:18])=[N:7][C:8]2[C:13]([C:14]=1[C:31]1[CH:32]=[CH:33][CH:34]=[C:29]([O:28][C:27]([F:26])([F:38])[F:39])[CH:30]=1)=[CH:12][C:11]([Cl:16])=[CH:10][CH:9]=2)=[O:4]. The yield is 0.350. (3) The reactants are [Cl:1][C:2]1[CH:3]=[CH:4][C:5]([CH2:8]Cl)=[N:6][CH:7]=1.[C-:10]#[N:11].[K+]. The catalyst is C(O)C.O. The product is [Cl:1][C:2]1[CH:3]=[CH:4][C:5]([CH2:8][C:10]#[N:11])=[N:6][CH:7]=1. The yield is 0.690.